This data is from NCI-60 drug combinations with 297,098 pairs across 59 cell lines. The task is: Regression. Given two drug SMILES strings and cell line genomic features, predict the synergy score measuring deviation from expected non-interaction effect. (1) Drug 1: CNC(=O)C1=CC=CC=C1SC2=CC3=C(C=C2)C(=NN3)C=CC4=CC=CC=N4. Drug 2: CCC1(CC2CC(C3=C(CCN(C2)C1)C4=CC=CC=C4N3)(C5=C(C=C6C(=C5)C78CCN9C7C(C=CC9)(C(C(C8N6C)(C(=O)OC)O)OC(=O)C)CC)OC)C(=O)OC)O.OS(=O)(=O)O. Cell line: SF-539. Synergy scores: CSS=57.1, Synergy_ZIP=1.75, Synergy_Bliss=2.44, Synergy_Loewe=-1.69, Synergy_HSA=6.24. (2) Drug 1: C1=CC(=CC=C1CCCC(=O)O)N(CCCl)CCCl. Drug 2: C1CN(CCN1C(=O)CCBr)C(=O)CCBr. Cell line: HS 578T. Synergy scores: CSS=20.3, Synergy_ZIP=-4.35, Synergy_Bliss=2.47, Synergy_Loewe=-0.381, Synergy_HSA=3.51. (3) Drug 1: C1=C(C(=O)NC(=O)N1)N(CCCl)CCCl. Drug 2: CCCCCOC(=O)NC1=NC(=O)N(C=C1F)C2C(C(C(O2)C)O)O. Cell line: ACHN. Synergy scores: CSS=56.0, Synergy_ZIP=-3.71, Synergy_Bliss=-4.58, Synergy_Loewe=-34.1, Synergy_HSA=-5.19. (4) Drug 1: CNC(=O)C1=CC=CC=C1SC2=CC3=C(C=C2)C(=NN3)C=CC4=CC=CC=N4. Drug 2: CN1C2=C(C=C(C=C2)N(CCCl)CCCl)N=C1CCCC(=O)O.Cl. Cell line: PC-3. Synergy scores: CSS=4.50, Synergy_ZIP=1.52, Synergy_Bliss=4.01, Synergy_Loewe=2.21, Synergy_HSA=1.69. (5) Drug 1: C1C(C(OC1N2C=C(C(=O)NC2=O)F)CO)O. Drug 2: C1=CC=C(C=C1)NC(=O)CCCCCCC(=O)NO. Cell line: DU-145. Synergy scores: CSS=25.6, Synergy_ZIP=-3.61, Synergy_Bliss=6.54, Synergy_Loewe=-1.27, Synergy_HSA=3.60. (6) Drug 1: CCC(=C(C1=CC=CC=C1)C2=CC=C(C=C2)OCCN(C)C)C3=CC=CC=C3.C(C(=O)O)C(CC(=O)O)(C(=O)O)O. Drug 2: C1CC(C1)(C(=O)O)C(=O)O.[NH2-].[NH2-].[Pt+2]. Cell line: LOX IMVI. Synergy scores: CSS=15.0, Synergy_ZIP=-7.48, Synergy_Bliss=-2.02, Synergy_Loewe=0.679, Synergy_HSA=0.718. (7) Drug 1: CCCS(=O)(=O)NC1=C(C(=C(C=C1)F)C(=O)C2=CNC3=C2C=C(C=N3)C4=CC=C(C=C4)Cl)F. Drug 2: C1=CC(=CC=C1CCC2=CNC3=C2C(=O)NC(=N3)N)C(=O)NC(CCC(=O)O)C(=O)O. Cell line: HOP-62. Synergy scores: CSS=38.2, Synergy_ZIP=7.31, Synergy_Bliss=9.52, Synergy_Loewe=-12.5, Synergy_HSA=9.01. (8) Drug 1: C1=CC(=CC=C1C#N)C(C2=CC=C(C=C2)C#N)N3C=NC=N3. Drug 2: CCC1(CC2CC(C3=C(CCN(C2)C1)C4=CC=CC=C4N3)(C5=C(C=C6C(=C5)C78CCN9C7C(C=CC9)(C(C(C8N6C)(C(=O)OC)O)OC(=O)C)CC)OC)C(=O)OC)O.OS(=O)(=O)O. Cell line: OVCAR-8. Synergy scores: CSS=0.532, Synergy_ZIP=2.08, Synergy_Bliss=4.48, Synergy_Loewe=1.80, Synergy_HSA=2.03. (9) Cell line: HOP-92. Drug 2: CCCS(=O)(=O)NC1=C(C(=C(C=C1)F)C(=O)C2=CNC3=C2C=C(C=N3)C4=CC=C(C=C4)Cl)F. Synergy scores: CSS=30.3, Synergy_ZIP=-8.60, Synergy_Bliss=0.384, Synergy_Loewe=-2.25, Synergy_HSA=-0.538. Drug 1: C1=C(C(=O)NC(=O)N1)N(CCCl)CCCl.